From a dataset of Catalyst prediction with 721,799 reactions and 888 catalyst types from USPTO. Predict which catalyst facilitates the given reaction. (1) The catalyst class is: 19. Reactant: [N:1]([C@H:4]([CH2:21][CH3:22])[C@@H:5]([NH:13][C:14](=[O:20])[O:15][C:16]([CH3:19])([CH3:18])[CH3:17])[CH2:6][CH:7]1[CH2:12][CH2:11][CH2:10][CH2:9][CH2:8]1)=[N+]=[N-]. Product: [NH2:1][C@H:4]([CH2:21][CH3:22])[C@@H:5]([NH:13][C:14](=[O:20])[O:15][C:16]([CH3:17])([CH3:18])[CH3:19])[CH2:6][CH:7]1[CH2:12][CH2:11][CH2:10][CH2:9][CH2:8]1. (2) Reactant: C=O.[Cl:3][C:4]1[CH:5]=[CH:6][C:7]2[CH2:8][NH:9][CH2:10][CH:11]([CH2:15][O:16][CH:17]([CH3:19])[CH3:18])[O:12][C:13]=2[N:14]=1.[C:20](O)(=O)C.C([BH3-])#N.[Na+]. Product: [Cl:3][C:4]1[CH:5]=[CH:6][C:7]2[CH2:8][N:9]([CH3:20])[CH2:10][CH:11]([CH2:15][O:16][CH:17]([CH3:19])[CH3:18])[O:12][C:13]=2[N:14]=1. The catalyst class is: 5. (3) Reactant: [Br:1][C:2]1[C:3]([O:8][C:9]2[CH:15]=[CH:14][C:12]([NH2:13])=[CH:11][CH:10]=2)=[N:4][CH:5]=[CH:6][CH:7]=1.[Cl:16][C:17]1[CH:22]=[CH:21][CH:20]=[CH:19][N:18]=1. Product: [ClH:16].[Br:1][C:2]1[C:3]([O:8][C:9]2[CH:15]=[CH:14][C:12]([NH:13][C:17]3[CH:22]=[CH:21][CH:20]=[CH:19][N:18]=3)=[CH:11][CH:10]=2)=[N:4][CH:5]=[CH:6][CH:7]=1. The catalyst class is: 28. (4) Reactant: BrC[C:3]1[C:12]([CH2:13]Br)=[CH:11][C:10]([F:15])=[CH:9][C:4]=1[C:5]([O:7][CH3:8])=[O:6].[C:16]1(=[O:26])[NH:20][C:19](=[O:21])[C:18]2=[CH:22][CH:23]=[CH:24][CH:25]=[C:17]12.[K]. Product: [F:15][C:10]1[CH:9]=[C:4]2[C:3]([CH2:8][O:7][C:5]2=[O:6])=[C:12]([CH2:13][N:20]2[C:16](=[O:26])[C:17]3[C:18](=[CH:22][CH:23]=[CH:24][CH:25]=3)[C:19]2=[O:21])[CH:11]=1. The catalyst class is: 1. (5) Reactant: [CH:1]([C:3]1[CH:8]=[C:7]([CH3:9])[C:6]([N+:10]([O-:12])=[O:11])=[CH:5][N:4]=1)=[O:2].[CH2:13](O)[CH2:14][OH:15]. Product: [O:2]1[CH2:13][CH2:14][O:15][CH:1]1[C:3]1[CH:8]=[C:7]([CH3:9])[C:6]([N+:10]([O-:12])=[O:11])=[CH:5][N:4]=1. The catalyst class is: 626. (6) Reactant: [C:1]([O:5][C:6]([N:8]1[CH2:13][CH2:12][CH:11]([O:14][C:15]2[CH:20]=[CH:19][C:18]([N+:21]([O-])=O)=[C:17]([NH:24][C:25]3[S:26][C:27]([C:37](=[O:39])[NH2:38])=[C:28]([C:30]4[CH:35]=[CH:34][CH:33]=[C:32]([Cl:36])[CH:31]=4)[N:29]=3)[CH:16]=2)[CH2:10][CH2:9]1)=[O:7])([CH3:4])([CH3:3])[CH3:2].[CH:40](OCC)(OCC)OCC. Product: [C:1]([O:5][C:6]([N:8]1[CH2:13][CH2:12][CH:11]([O:14][C:15]2[CH:20]=[CH:19][C:18]3[N:21]=[CH:40][N:24]([C:25]4[S:26][C:27]([C:37](=[O:39])[NH2:38])=[C:28]([C:30]5[CH:35]=[CH:34][CH:33]=[C:32]([Cl:36])[CH:31]=5)[N:29]=4)[C:17]=3[CH:16]=2)[CH2:10][CH2:9]1)=[O:7])([CH3:4])([CH3:3])[CH3:2]. The catalyst class is: 15.